From a dataset of Catalyst prediction with 721,799 reactions and 888 catalyst types from USPTO. Predict which catalyst facilitates the given reaction. Reactant: [CH3:1][C:2]1[C:7]2[NH:8][C:9](=[O:11])[O:10][C:6]=2[CH:5]=[C:4]([O:12]B(O)O)[CH:3]=1.OO. Product: [OH:12][C:4]1[CH:3]=[C:2]([CH3:1])[C:7]2[NH:8][C:9](=[O:11])[O:10][C:6]=2[CH:5]=1. The catalyst class is: 15.